Predict the product of the given reaction. From a dataset of Forward reaction prediction with 1.9M reactions from USPTO patents (1976-2016). (1) Given the reactants [CH3:1][O:2][C:3]([CH:5]([CH:12]1[NH:17][CH2:16][CH2:15][CH2:14][CH2:13]1)[C:6]1[CH:7]=[CH:8][CH:9]=[CH:10][CH:11]=1)=[O:4].CN1[C@H]2[C@@H](C(OC)=O)[C@@H](OC(C3C=CC=CC=3)=O)C[C@@H]1CC2, predict the reaction product. The product is: [NH2:17][CH:12]([CH2:5][C:6]1[CH:7]=[CH:8][CH:9]=[CH:10][CH:11]=1)[CH3:13].[CH3:1][O:2][C:3]([CH:5]([CH:12]1[NH:17][CH2:16][CH2:15][CH2:14][CH2:13]1)[C:6]1[CH:11]=[CH:10][CH:9]=[CH:8][CH:7]=1)=[O:4]. (2) Given the reactants [F:1][C:2]1[CH:3]=[CH:4][C:5]2[N:6]([CH:8]=[C:9]([C:11]([OH:13])=O)[N:10]=2)[CH:7]=1.C(N(CC)C(C)C)(C)C.CN(C(ON1N=NC2C=CC=NC1=2)=[N+](C)C)C.F[P-](F)(F)(F)(F)F.[NH2:47][CH:48]1[CH2:53][CH2:52][CH:51]([N:54]2[C:59](=[O:60])[C:58]3[CH:61]=[C:62]([F:65])[CH:63]=[N:64][C:57]=3[N:56]([C:66]3[CH:67]=[C:68]([CH:80]=[CH:81][CH:82]=3)[C:69]([N:71]([CH2:73][C:74]3[CH:79]=[CH:78][CH:77]=[CH:76][CH:75]=3)[CH3:72])=[O:70])[C:55]2=[O:83])[CH2:50][CH2:49]1, predict the reaction product. The product is: [CH2:73]([N:71]([CH3:72])[C:69]([C:68]1[CH:67]=[C:66]([N:56]2[C:57]3[N:64]=[CH:63][C:62]([F:65])=[CH:61][C:58]=3[C:59](=[O:60])[N:54]([C@@H:51]3[CH2:52][CH2:53][C@H:48]([NH:47][C:11]([C:9]4[N:10]=[C:5]5[CH:4]=[CH:3][C:2]([F:1])=[CH:7][N:6]5[CH:8]=4)=[O:13])[CH2:49][CH2:50]3)[C:55]2=[O:83])[CH:82]=[CH:81][CH:80]=1)=[O:70])[C:74]1[CH:79]=[CH:78][CH:77]=[CH:76][CH:75]=1. (3) Given the reactants [CH2:1]([C:3]1[O:4][C:5]2[CH:21]=[CH:20][CH:19]=[CH:18][C:6]=2[C:7]=1[C:8]([C:10]1[CH:15]=[CH:14][C:13]([O:16]C)=[CH:12][CH:11]=1)=[O:9])[CH3:2], predict the reaction product. The product is: [CH2:1]([C:3]1[O:4][C:5]2[CH:21]=[CH:20][CH:19]=[CH:18][C:6]=2[C:7]=1[C:8]([C:10]1[CH:15]=[CH:14][C:13]([OH:16])=[CH:12][CH:11]=1)=[O:9])[CH3:2]. (4) Given the reactants [OH:1][C:2]1[C:3](=[O:20])[C:4]([C:14]2[N:18]([CH3:19])[N:17]=[CH:16][CH:15]=2)=[N:5][N:6]([C:8]2[CH:13]=[CH:12][CH:11]=[CH:10][CH:9]=2)[CH:7]=1.C(=O)([O-])[O-].[Cs+].[Cs+].Cl.Cl[CH2:29][C:30]1[CH:39]=[CH:38][C:37]2[C:32](=[CH:33][CH:34]=[CH:35][CH:36]=2)[N:31]=1.O, predict the reaction product. The product is: [CH3:19][N:18]1[C:14]([C:4]2[C:3](=[O:20])[C:2]([O:1][CH2:29][C:30]3[CH:39]=[CH:38][C:37]4[C:32](=[CH:33][CH:34]=[CH:35][CH:36]=4)[N:31]=3)=[CH:7][N:6]([C:8]3[CH:9]=[CH:10][CH:11]=[CH:12][CH:13]=3)[N:5]=2)=[CH:15][CH:16]=[N:17]1.